Predict which catalyst facilitates the given reaction. From a dataset of Catalyst prediction with 721,799 reactions and 888 catalyst types from USPTO. (1) Reactant: Cl[C:2]1[N:7]=[C:6]([NH:8][C:9]2[CH:14]=[CH:13][C:12]([CH3:15])=[CH:11][CH:10]=2)[CH:5]=[C:4]([CH2:16][CH3:17])[N:3]=1.[N:18]1([C:24]([O:26][C:27]([CH3:30])([CH3:29])[CH3:28])=[O:25])[CH2:23][CH2:22][NH:21][CH2:20][CH2:19]1.C(N(CC)C(C)C)(C)C. Product: [CH2:16]([C:4]1[CH:5]=[C:6]([NH:8][C:9]2[CH:14]=[CH:13][C:12]([CH3:15])=[CH:11][CH:10]=2)[N:7]=[C:2]([N:21]2[CH2:20][CH2:19][N:18]([C:24]([O:26][C:27]([CH3:30])([CH3:29])[CH3:28])=[O:25])[CH2:23][CH2:22]2)[N:3]=1)[CH3:17]. The catalyst class is: 51. (2) Reactant: [C:1]1([C:7]2[CH:8]=[C:9]3[C:13](=[CH:14][CH:15]=2)[N:12]([CH:16]2[CH2:21][CH2:20][CH2:19][CH2:18][O:17]2)[N:11]=[C:10]3[CH2:22][N:23]([CH3:35])[CH2:24][CH2:25][N:26]([CH3:34])[C:27](=[O:33])[O:28][C:29]([CH3:32])([CH3:31])[CH3:30])[CH2:6][CH2:5][CH2:4][CH2:3][CH:2]=1.[H][H]. Product: [C:29]([O:28][C:27](=[O:33])[N:26]([CH2:25][CH2:24][N:23]([CH2:22][C:10]1[C:9]2[C:13](=[CH:14][CH:15]=[C:7]([CH:1]3[CH2:2][CH2:3][CH2:4][CH2:5][CH2:6]3)[CH:8]=2)[N:12]([CH:16]2[CH2:21][CH2:20][CH2:19][CH2:18][O:17]2)[N:11]=1)[CH3:35])[CH3:34])([CH3:32])([CH3:30])[CH3:31]. The catalyst class is: 19. (3) Reactant: [NH2:1][C:2]1[CH:7]=[CH:6][CH:5]=[CH:4][C:3]=1[NH:8][C:9]([NH:11][C:12]1[C:17]([Cl:18])=[CH:16][CH:15]=[CH:14][C:13]=1[C:19]([F:22])([F:21])[F:20])=O. Product: [ClH:18].[F:20][C:19]([F:22])([F:21])[C:13]1[CH:14]=[CH:15][CH:16]=[C:17]([Cl:18])[C:12]=1[NH:11][C:9]1[NH:1][C:2]2[CH:7]=[CH:6][CH:5]=[CH:4][C:3]=2[N:8]=1. The catalyst class is: 265. (4) Reactant: O=C1CCC(=O)N1[O:8][C:9](=O)[CH2:10][C:11]#[N:12].[CH3:14][N:15]([C@@H:33]1[CH2:38][CH2:37][CH2:36][NH:35][CH2:34]1)[C:16]1[CH:21]=[CH:20][N:19]=[C:18]([C:22]2[N:26]3[CH:27]=[C:28]([C:31]#[N:32])[CH:29]=[CH:30][C:25]3=[N:24][CH:23]=2)[N:17]=1. Product: [C:11]([CH2:10][C:9]([N:35]1[CH2:36][CH2:37][CH2:38][C@@H:33]([N:15]([CH3:14])[C:16]2[CH:21]=[CH:20][N:19]=[C:18]([C:22]3[N:26]4[CH:27]=[C:28]([C:31]#[N:32])[CH:29]=[CH:30][C:25]4=[N:24][CH:23]=3)[N:17]=2)[CH2:34]1)=[O:8])#[N:12]. The catalyst class is: 8. (5) Reactant: Cl[C:2]1[C:11]2[CH2:10][N:9]([C@H:12]([CH:21]([CH3:23])[CH3:22])[C:13]([N:15]3[CH2:18][CH:17]([C:19]#[N:20])[CH2:16]3)=[O:14])[C:8](=[O:24])[C:7]3=[CH:25][NH:26][C:5]([C:6]=23)=[N:4][CH:3]=1.[CH3:27][Al](C)C. Product: [CH3:22][CH:21]([CH3:23])[C@@H:12]([N:9]1[C:8](=[O:24])[C:7]2=[CH:25][NH:26][C:5]3[C:6]2=[C:11]([C:2]([CH3:27])=[CH:3][N:4]=3)[CH2:10]1)[C:13]([N:15]1[CH2:18][CH:17]([C:19]#[N:20])[CH2:16]1)=[O:14]. The catalyst class is: 203.